Dataset: Peptide-MHC class II binding affinity with 134,281 pairs from IEDB. Task: Regression. Given a peptide amino acid sequence and an MHC pseudo amino acid sequence, predict their binding affinity value. This is MHC class II binding data. (1) The peptide sequence is WMTTEDMLEVWNRVW. The MHC is HLA-DQA10201-DQB10303 with pseudo-sequence HLA-DQA10201-DQB10303. The binding affinity (normalized) is 0.357. (2) The peptide sequence is TRRFLPQILAECARRHHHHHH. The MHC is DRB3_0301 with pseudo-sequence DRB3_0301. The binding affinity (normalized) is 0.572. (3) The binding affinity (normalized) is 0.252. The MHC is DRB1_0404 with pseudo-sequence DRB1_0404. The peptide sequence is ANGKTLGEVWKRELN.